Dataset: NCI-60 drug combinations with 297,098 pairs across 59 cell lines. Task: Regression. Given two drug SMILES strings and cell line genomic features, predict the synergy score measuring deviation from expected non-interaction effect. (1) Drug 1: CC(C1=C(C=CC(=C1Cl)F)Cl)OC2=C(N=CC(=C2)C3=CN(N=C3)C4CCNCC4)N. Drug 2: CC1=C(C=C(C=C1)C(=O)NC2=CC(=CC(=C2)C(F)(F)F)N3C=C(N=C3)C)NC4=NC=CC(=N4)C5=CN=CC=C5. Cell line: CAKI-1. Synergy scores: CSS=23.9, Synergy_ZIP=-4.57, Synergy_Bliss=3.69, Synergy_Loewe=6.86, Synergy_HSA=6.93. (2) Drug 2: C1=CC=C(C=C1)NC(=O)CCCCCCC(=O)NO. Cell line: HS 578T. Synergy scores: CSS=8.37, Synergy_ZIP=-3.71, Synergy_Bliss=2.11, Synergy_Loewe=-6.87, Synergy_HSA=0.348. Drug 1: CC1CCC2CC(C(=CC=CC=CC(CC(C(=O)C(C(C(=CC(C(=O)CC(OC(=O)C3CCCCN3C(=O)C(=O)C1(O2)O)C(C)CC4CCC(C(C4)OC)O)C)C)O)OC)C)C)C)OC. (3) Drug 1: COC1=NC(=NC2=C1N=CN2C3C(C(C(O3)CO)O)O)N. Drug 2: C1CN1C2=NC(=NC(=N2)N3CC3)N4CC4. Cell line: SNB-75. Synergy scores: CSS=18.8, Synergy_ZIP=2.10, Synergy_Bliss=3.13, Synergy_Loewe=-21.4, Synergy_HSA=1.79. (4) Drug 1: C1=CC(=C2C(=C1NCCNCCO)C(=O)C3=C(C=CC(=C3C2=O)O)O)NCCNCCO. Drug 2: CN1C(=O)N2C=NC(=C2N=N1)C(=O)N. Cell line: MDA-MB-435. Synergy scores: CSS=15.4, Synergy_ZIP=3.49, Synergy_Bliss=11.5, Synergy_Loewe=-18.5, Synergy_HSA=5.09. (5) Drug 1: CC1=CC2C(CCC3(C2CCC3(C(=O)C)OC(=O)C)C)C4(C1=CC(=O)CC4)C. Drug 2: CC1=C2C(C(=O)C3(C(CC4C(C3C(C(C2(C)C)(CC1OC(=O)C(C(C5=CC=CC=C5)NC(=O)OC(C)(C)C)O)O)OC(=O)C6=CC=CC=C6)(CO4)OC(=O)C)O)C)O. Cell line: CCRF-CEM. Synergy scores: CSS=61.9, Synergy_ZIP=8.73, Synergy_Bliss=10.4, Synergy_Loewe=-21.1, Synergy_HSA=10.2. (6) Drug 1: C1=NC2=C(N1)C(=S)N=C(N2)N. Drug 2: COC1=C2C(=CC3=C1OC=C3)C=CC(=O)O2. Cell line: NCI-H460. Synergy scores: CSS=35.5, Synergy_ZIP=2.10, Synergy_Bliss=1.88, Synergy_Loewe=-19.3, Synergy_HSA=1.09. (7) Drug 1: CC(CN1CC(=O)NC(=O)C1)N2CC(=O)NC(=O)C2. Drug 2: CC1C(C(CC(O1)OC2CC(CC3=C2C(=C4C(=C3O)C(=O)C5=CC=CC=C5C4=O)O)(C(=O)C)O)N)O. Cell line: NCI/ADR-RES. Synergy scores: CSS=13.1, Synergy_ZIP=-5.52, Synergy_Bliss=-1.23, Synergy_Loewe=-30.0, Synergy_HSA=-1.67. (8) Drug 1: CC(C1=C(C=CC(=C1Cl)F)Cl)OC2=C(N=CC(=C2)C3=CN(N=C3)C4CCNCC4)N. Drug 2: C1CN(P(=O)(OC1)NCCCl)CCCl. Cell line: SN12C. Synergy scores: CSS=1.42, Synergy_ZIP=-1.95, Synergy_Bliss=-4.48, Synergy_Loewe=-22.7, Synergy_HSA=-4.91.